This data is from Peptide-MHC class I binding affinity with 185,985 pairs from IEDB/IMGT. The task is: Regression. Given a peptide amino acid sequence and an MHC pseudo amino acid sequence, predict their binding affinity value. This is MHC class I binding data. The peptide sequence is LAGPISQHNY. The MHC is HLA-A30:02 with pseudo-sequence HLA-A30:02. The binding affinity (normalized) is 0.